Dataset: Peptide-MHC class II binding affinity with 134,281 pairs from IEDB. Task: Regression. Given a peptide amino acid sequence and an MHC pseudo amino acid sequence, predict their binding affinity value. This is MHC class II binding data. (1) The peptide sequence is MSGPMQQLTQPLQQL. The MHC is HLA-DPA10201-DPB10101 with pseudo-sequence HLA-DPA10201-DPB10101. The binding affinity (normalized) is 0.413. (2) The peptide sequence is NLRLKGVTCRLFRQQ. The MHC is DRB1_0101 with pseudo-sequence DRB1_0101. The binding affinity (normalized) is 0.749. (3) The peptide sequence is TKWDNSFLEI. The MHC is DRB1_0301 with pseudo-sequence DRB1_0301. The binding affinity (normalized) is 0. (4) The peptide sequence is GCSSALGSGPYGALG. The MHC is HLA-DQA10201-DQB10303 with pseudo-sequence HLA-DQA10201-DQB10303. The binding affinity (normalized) is 0.573. (5) The peptide sequence is IAGYKTFDGRGAQVY. The MHC is HLA-DPA10201-DPB10101 with pseudo-sequence HLA-DPA10201-DPB10101. The binding affinity (normalized) is 0.175. (6) The peptide sequence is PLSVASMTSPLLTWD. The MHC is DRB1_0101 with pseudo-sequence DRB1_0101. The binding affinity (normalized) is 0.894. (7) The peptide sequence is MPFVTTQPEALAAAA. The MHC is DRB1_0101 with pseudo-sequence DRB1_0101. The binding affinity (normalized) is 0.601.